Dataset: Forward reaction prediction with 1.9M reactions from USPTO patents (1976-2016). Task: Predict the product of the given reaction. (1) Given the reactants [Cl:1][C:2]1[S:9][C:8]2[CH:7]=[C:6]([C:10]([OH:12])=O)[NH:5][C:4]=2[C:3]=1[Cl:13].Cl.[NH2:15][C@@H:16]1[CH2:24][C:23]2[C:18](=[CH:19][CH:20]=[CH:21][CH:22]=2)[C@H:17]1[C:25]([CH2:34][CH2:35][O:36][CH3:37])([C:30]([O:32][CH3:33])=[O:31])[C:26]([O:28][CH3:29])=[O:27].C(N(CC)CC)C.C1C=CC2N(O)N=NC=2C=1.CCN=C=NCCCN(C)C, predict the reaction product. The product is: [Cl:1][C:2]1[S:9][C:8]2[CH:7]=[C:6]([C:10]([NH:15][C@@H:16]3[CH2:24][C:23]4[C:18](=[CH:19][CH:20]=[CH:21][CH:22]=4)[C@H:17]3[C:25]([CH2:34][CH2:35][O:36][CH3:37])([C:30]([O:32][CH3:33])=[O:31])[C:26]([O:28][CH3:29])=[O:27])=[O:12])[NH:5][C:4]=2[C:3]=1[Cl:13]. (2) Given the reactants [OH-].[Na+].C([O:5][C:6](=[O:20])[C:7]1[CH:12]=[CH:11][C:10]([O:13][CH2:14][CH3:15])=[C:9]([NH:16][C:17]([NH2:19])=[S:18])[CH:8]=1)C, predict the reaction product. The product is: [CH2:14]([O:13][C:10]1[CH:11]=[CH:12][C:7]([C:6]([OH:20])=[O:5])=[CH:8][C:9]=1[NH:16][C:17]([NH2:19])=[S:18])[CH3:15]. (3) Given the reactants [Si:1]([O:8][CH2:9][CH2:10][NH:11][C:12]([C:14]1[N:15]=[C:16]([N:19]2[CH2:22][CH:21](OS(C)(=O)=O)[CH2:20]2)[S:17][CH:18]=1)=[O:13])([C:4]([CH3:7])([CH3:6])[CH3:5])([CH3:3])[CH3:2].[C:28]([O-:31])(=[S:30])[CH3:29].[K+], predict the reaction product. The product is: [C:28]([S:30][CH:21]1[CH2:20][N:19]([C:16]2[S:17][CH:18]=[C:14]([C:12](=[O:13])[NH:11][CH2:10][CH2:9][O:8][Si:1]([C:4]([CH3:7])([CH3:5])[CH3:6])([CH3:2])[CH3:3])[N:15]=2)[CH2:22]1)(=[O:31])[CH3:29]. (4) Given the reactants [CH2:1]([N:8]=[C:9]=[S:10])[C:2]1[CH:7]=[CH:6][CH:5]=[CH:4][CH:3]=1.[CH2:11]([C:18]1[CH:23]=[CH:22][CH:21]=[CH:20][C:19]=1[N:24]=[C:25]=[O:26])[C:12]1[CH:17]=[CH:16][CH:15]=[CH:14][CH:13]=1.C([O:29]CC)C, predict the reaction product. The product is: [CH2:1]([N:8]1[C:9](=[O:29])[S:10][N:24]([C:19]2[CH:20]=[CH:21][CH:22]=[CH:23][C:18]=2[CH2:11][C:12]2[CH:13]=[CH:14][CH:15]=[CH:16][CH:17]=2)[C:25]1=[O:26])[C:2]1[CH:7]=[CH:6][CH:5]=[CH:4][CH:3]=1. (5) Given the reactants [CH2:1]([C:12]#[N:13])[CH2:2][CH2:3][CH2:4][CH2:5][CH2:6][CH2:7][CH2:8][CH2:9][CH2:10][CH3:11].[NH2:14][OH:15], predict the reaction product. The product is: [OH:15][NH:14][C:12](=[NH:13])[CH2:1][CH2:2][CH2:3][CH2:4][CH2:5][CH2:6][CH2:7][CH2:8][CH2:9][CH2:10][CH3:11].